Dataset: NCI-60 drug combinations with 297,098 pairs across 59 cell lines. Task: Regression. Given two drug SMILES strings and cell line genomic features, predict the synergy score measuring deviation from expected non-interaction effect. (1) Drug 1: CCC(=C(C1=CC=CC=C1)C2=CC=C(C=C2)OCCN(C)C)C3=CC=CC=C3.C(C(=O)O)C(CC(=O)O)(C(=O)O)O. Drug 2: COC1=NC(=NC2=C1N=CN2C3C(C(C(O3)CO)O)O)N. Cell line: OVCAR-4. Synergy scores: CSS=1.41, Synergy_ZIP=0.0187, Synergy_Bliss=0.895, Synergy_Loewe=1.58, Synergy_HSA=0.154. (2) Drug 1: C1=NC2=C(N=C(N=C2N1C3C(C(C(O3)CO)O)F)Cl)N. Drug 2: C(CC(=O)O)C(=O)CN.Cl. Cell line: LOX IMVI. Synergy scores: CSS=4.13, Synergy_ZIP=0.479, Synergy_Bliss=5.46, Synergy_Loewe=-2.54, Synergy_HSA=-1.34. (3) Synergy scores: CSS=43.3, Synergy_ZIP=0.497, Synergy_Bliss=0.0916, Synergy_Loewe=-2.33, Synergy_HSA=2.48. Drug 1: CC(C1=C(C=CC(=C1Cl)F)Cl)OC2=C(N=CC(=C2)C3=CN(N=C3)C4CCNCC4)N. Cell line: KM12. Drug 2: C1CN1P(=S)(N2CC2)N3CC3. (4) Drug 1: CCC1(CC2CC(C3=C(CCN(C2)C1)C4=CC=CC=C4N3)(C5=C(C=C6C(=C5)C78CCN9C7C(C=CC9)(C(C(C8N6C=O)(C(=O)OC)O)OC(=O)C)CC)OC)C(=O)OC)O.OS(=O)(=O)O. Drug 2: C1=NC2=C(N=C(N=C2N1C3C(C(C(O3)CO)O)F)Cl)N. Cell line: MOLT-4. Synergy scores: CSS=91.4, Synergy_ZIP=10.5, Synergy_Bliss=10.7, Synergy_Loewe=6.83, Synergy_HSA=11.4. (5) Drug 1: CC(C1=C(C=CC(=C1Cl)F)Cl)OC2=C(N=CC(=C2)C3=CN(N=C3)C4CCNCC4)N. Drug 2: COC1=C(C=C2C(=C1)N=CN=C2NC3=CC(=C(C=C3)F)Cl)OCCCN4CCOCC4. Cell line: M14. Synergy scores: CSS=28.0, Synergy_ZIP=18.3, Synergy_Bliss=19.1, Synergy_Loewe=16.4, Synergy_HSA=15.9. (6) Drug 1: CC1C(C(=O)NC(C(=O)N2CCCC2C(=O)N(CC(=O)N(C(C(=O)O1)C(C)C)C)C)C(C)C)NC(=O)C3=C4C(=C(C=C3)C)OC5=C(C(=O)C(=C(C5=N4)C(=O)NC6C(OC(=O)C(N(C(=O)CN(C(=O)C7CCCN7C(=O)C(NC6=O)C(C)C)C)C)C(C)C)C)N)C. Drug 2: CCC1(C2=C(COC1=O)C(=O)N3CC4=CC5=C(C=CC(=C5CN(C)C)O)N=C4C3=C2)O.Cl. Cell line: SNB-19. Synergy scores: CSS=46.5, Synergy_ZIP=-4.62, Synergy_Bliss=-6.49, Synergy_Loewe=-13.4, Synergy_HSA=-5.86.